From a dataset of NCI-60 drug combinations with 297,098 pairs across 59 cell lines. Regression. Given two drug SMILES strings and cell line genomic features, predict the synergy score measuring deviation from expected non-interaction effect. Drug 1: CCC1(CC2CC(C3=C(CCN(C2)C1)C4=CC=CC=C4N3)(C5=C(C=C6C(=C5)C78CCN9C7C(C=CC9)(C(C(C8N6C)(C(=O)OC)O)OC(=O)C)CC)OC)C(=O)OC)O.OS(=O)(=O)O. Drug 2: CC(C)(C#N)C1=CC(=CC(=C1)CN2C=NC=N2)C(C)(C)C#N. Cell line: UO-31. Synergy scores: CSS=2.34, Synergy_ZIP=-3.27, Synergy_Bliss=-6.06, Synergy_Loewe=-0.997, Synergy_HSA=-2.85.